This data is from Forward reaction prediction with 1.9M reactions from USPTO patents (1976-2016). The task is: Predict the product of the given reaction. (1) The product is: [OH:8][N:9]([CH2:12][C@H:13]([C:14]([N:21]1[CH2:25][CH2:24][CH2:23][C@H:22]1[C:26]1[NH:37][C:36]2[CH:35]=[CH:34][CH:33]=[C:32]3[C:38]=2[C:28]([N:27]=1)=[CH:29][CH:30]=[CH:31]3)=[O:15])[CH2:17][CH2:18][CH2:19][CH3:20])[CH:10]=[O:11]. Given the reactants C([O:8][N:9]([CH2:12][C@@H:13]([CH2:17][CH2:18][CH2:19][CH3:20])[C:14](O)=[O:15])[CH:10]=[O:11])C1C=CC=CC=1.[NH:21]1[CH2:25][CH2:24][CH2:23][C@H:22]1[C:26]1[NH:27][C:28]2[CH:29]=[CH:30][CH:31]=[C:32]3[C:38]=2[C:36]([N:37]=1)=[CH:35][CH:34]=[CH:33]3, predict the reaction product. (2) Given the reactants FC(F)(F)C(O)=O.C(O[C:13]([N:15]1[CH2:20][CH2:19][N:18]([C:21]2[C:22]3[N:31]=[C:30]([C:32]4[CH:37]=[CH:36][C:35]([F:38])=[CH:34][CH:33]=4)[CH:29]=[CH:28][C:23]=3[N:24]=[C:25]([NH2:27])[N:26]=2)[C@H:17]([CH3:39])[CH2:16]1)=[O:14])(C)(C)C.CCN(C(C)C)C(C)C.[Cl:49][C:50]1[CH:60]=[CH:59][C:53]([O:54][CH2:55]C(Cl)=O)=[CH:52][CH:51]=1, predict the reaction product. The product is: [NH2:27][C:25]1[N:26]=[C:21]([N:18]2[CH2:19][CH2:20][N:15]([C:13](=[O:14])[CH2:55][O:54][C:53]3[CH:59]=[CH:60][C:50]([Cl:49])=[CH:51][CH:52]=3)[CH2:16][C@H:17]2[CH3:39])[C:22]2[N:31]=[C:30]([C:32]3[CH:33]=[CH:34][C:35]([F:38])=[CH:36][CH:37]=3)[CH:29]=[CH:28][C:23]=2[N:24]=1.